Dataset: Reaction yield outcomes from USPTO patents with 853,638 reactions. Task: Predict the reaction yield, written as a fraction of the theoretical maximum amount of product (1.0 means a 100% yield; for example, 0.34 means a 34% yield). (1) The reactants are Cl[C:2]1[N:3]=[C:4]([NH:17][CH2:18][CH2:19][CH3:20])[C:5]2[N:11]=[C:10]([Cl:12])[N:9]=[C:8]([NH:13][CH2:14][CH2:15][CH3:16])[C:6]=2[N:7]=1.Cl.[CH3:22][NH:23][O:24][CH3:25].C(N(CC)C(C)C)(C)C.C([O-])(O)=O.[Na+]. The catalyst is O1CCOCC1. The product is [Cl:12][C:10]1[N:9]=[C:8]([NH:13][CH2:14][CH2:15][CH3:16])[C:6]2[N:7]=[C:2]([N:23]([CH3:22])[O:24][CH3:25])[N:3]=[C:4]([NH:17][CH2:18][CH2:19][CH3:20])[C:5]=2[N:11]=1. The yield is 0.700. (2) The reactants are [C:1]1([CH2:7][C@H:8]([NH:22][C:23]([C:25]2[N:26]=[N:27][N:28]([CH2:30][CH2:31][NH:32][C:33](=[O:46])[C:34]3[CH:39]=[CH:38][C:37]([C:40]([F:43])([F:42])[F:41])=[CH:36][C:35]=3[O:44][CH3:45])[CH:29]=2)=[O:24])[B:9]2[O:17][C@H]3[C@](C)([C@H]4C[C@@H](C3)C4(C)C)[O:10]2)[CH:6]=[CH:5][CH:4]=[CH:3][CH:2]=1.C(B(O)O)C(C)C.Cl. The catalyst is CO. The product is [CH3:45][O:44][C:35]1[CH:36]=[C:37]([C:40]([F:43])([F:42])[F:41])[CH:38]=[CH:39][C:34]=1[C:33]([NH:32][CH2:31][CH2:30][N:28]1[CH:29]=[C:25]([C:23]([NH:22][C@H:8]([B:9]([OH:17])[OH:10])[CH2:7][C:1]2[CH:6]=[CH:5][CH:4]=[CH:3][CH:2]=2)=[O:24])[N:26]=[N:27]1)=[O:46]. The yield is 0.380. (3) The reactants are [Br:1][C:2]1[CH:14]=[CH:13][C:12]2[C:11]3[C:6](=[CH:7][CH:8]=[CH:9][CH:10]=3)[NH:5][C:4]=2[CH:3]=1.Br[C:16]1[CH:21]=[CH:20][CH:19]=[CH:18][N:17]=1.C(=O)([O-])[O-].[K+].[K+].N1CCC[C@H]1C(O)=O. The catalyst is [Cu]I. The product is [Br:1][C:2]1[CH:14]=[CH:13][C:12]2[C:11]3[C:6](=[CH:7][CH:8]=[CH:9][CH:10]=3)[N:5]([C:16]3[CH:21]=[CH:20][CH:19]=[CH:18][N:17]=3)[C:4]=2[CH:3]=1. The yield is 0.700. (4) The reactants are [Cl:1][C:2]1[CH:26]=[C:25]([Cl:27])[CH:24]=[CH:23][C:3]=1[CH2:4][N:5]1[C:9](/[CH:10]=[CH:11]/[C:12]([O:14][CH2:15][CH3:16])=[O:13])=[CH:8][C:7]([C:17]2[CH:22]=[CH:21][CH:20]=[CH:19][CH:18]=2)=[N:6]1. The catalyst is [C].[Pd].O1CCCC1. The product is [Cl:1][C:2]1[CH:26]=[C:25]([Cl:27])[CH:24]=[CH:23][C:3]=1[CH2:4][N:5]1[C:9]([CH2:10][CH2:11][C:12]([O:14][CH2:15][CH3:16])=[O:13])=[CH:8][C:7]([C:17]2[CH:18]=[CH:19][CH:20]=[CH:21][CH:22]=2)=[N:6]1. The yield is 0.600. (5) The reactants are [Cl:1][C:2]1[CH:7]=[CH:6][C:5]([C:8]2[C:12]([C:13](O)=[O:14])=[CH:11][O:10][N:9]=2)=[CH:4][CH:3]=1.FC1C=CC(C2C(C(O)=O)=CON=2)=CC=1. No catalyst specified. The product is [Cl:1][C:2]1[CH:3]=[CH:4][C:5]([C:8]2[C:12]([CH2:13][OH:14])=[CH:11][O:10][N:9]=2)=[CH:6][CH:7]=1. The yield is 0.460.